From a dataset of Full USPTO retrosynthesis dataset with 1.9M reactions from patents (1976-2016). Predict the reactants needed to synthesize the given product. Given the product [CH:18]1([NH:24][C:2]2[CH:10]=[C:9]([O:11][C:12]3[CH:17]=[CH:16][CH:15]=[CH:14][CH:13]=3)[CH:8]=[CH:7][C:3]=2[C:4]([OH:6])=[O:5])[CH2:23][CH2:22][CH2:21][CH2:20][CH2:19]1, predict the reactants needed to synthesize it. The reactants are: I[C:2]1[CH:10]=[C:9]([O:11][C:12]2[CH:17]=[CH:16][CH:15]=[CH:14][CH:13]=2)[CH:8]=[CH:7][C:3]=1[C:4]([OH:6])=[O:5].[CH:18]1([NH2:24])[CH2:23][CH2:22][CH2:21][CH2:20][CH2:19]1.CN1CCOCC1.C(O)(=O)CC(CC(O)=O)(C(O)=O)O.